Dataset: Catalyst prediction with 721,799 reactions and 888 catalyst types from USPTO. Task: Predict which catalyst facilitates the given reaction. (1) Reactant: [CH2:1]([O:8][C:9]1[CH:14]=[CH:13][C:12]([CH2:15][C@H:16]([OH:20])[C:17]([OH:19])=[O:18])=[CH:11][CH:10]=1)[C:2]1[CH:7]=[CH:6][CH:5]=[CH:4][CH:3]=1.CO[C:23](OC)([CH3:25])[CH3:24].C1(C)C=CC(S([O-])(=O)=O)=CC=1.[NH+]1C=CC=CC=1. Product: [CH2:1]([O:8][C:9]1[CH:14]=[CH:13][C:12]([CH2:15][C@@H:16]2[O:20][C:23]([CH3:25])([CH3:24])[O:18][C:17]2=[O:19])=[CH:11][CH:10]=1)[C:2]1[CH:7]=[CH:6][CH:5]=[CH:4][CH:3]=1. The catalyst class is: 146. (2) The catalyst class is: 12. Reactant: [F:1][C:2]1[CH:7]=[C:6]([F:8])[CH:5]=[CH:4][C:3]=1B(O)O.Br[C:13]1[CH:18]=[CH:17][CH:16]=[CH:15][N:14]=1.C(=O)([O-])[O-].[Na+].[Na+]. Product: [F:1][C:2]1[CH:7]=[C:6]([F:8])[CH:5]=[CH:4][C:3]=1[C:13]1[CH:18]=[CH:17][CH:16]=[CH:15][N:14]=1. (3) Reactant: [F:1][C:2]1[CH:23]=[CH:22][C:5]2[N:6]([CH2:9][C:10]3[CH:21]=[CH:20][C:13]4[N:14]=[C:15](S(C)=O)[S:16][C:12]=4[CH:11]=3)[CH:7]=[N:8][C:4]=2[CH:3]=1.[NH2:24][C@@H:25]1[CH2:30][CH2:29][CH2:28][CH2:27][C@H:26]1[OH:31].CCN(C(C)C)C(C)C.CN1C(=O)CCC1. Product: [F:1][C:2]1[CH:23]=[CH:22][C:5]2[N:6]([CH2:9][C:10]3[CH:21]=[CH:20][C:13]4[N:14]=[C:15]([NH:24][C@@H:25]5[CH2:30][CH2:29][CH2:28][CH2:27][C@H:26]5[OH:31])[S:16][C:12]=4[CH:11]=3)[CH:7]=[N:8][C:4]=2[CH:3]=1. The catalyst class is: 25. (4) Reactant: [CH3:1][NH:2][C:3]1[N:8]=[C:7]([C:9]2[S:10][C:11]3[CH:19]=[CH:18][CH:17]=[CH:16][C:12]=3[C:13](=[O:15])[N:14]=2)[CH:6]=[CH:5][CH:4]=1.[O:20]1[CH:24]=[CH:23][CH:22]=[C:21]1[C:25](Cl)=[O:26].CN(C)C(=O)C. The catalyst class is: 6. Product: [CH3:1][N:2]([C:3]1[CH:4]=[CH:5][CH:6]=[C:7]([C:9]2[S:10][C:11]3[CH:19]=[CH:18][CH:17]=[CH:16][C:12]=3[C:13](=[O:15])[N:14]=2)[N:8]=1)[C:25]([C:21]1[O:20][CH:24]=[CH:23][CH:22]=1)=[O:26]. (5) Reactant: [C:1]([O:5][C:6]([NH:8][C:9]1[C:10]([C:21](OC)=[O:22])=[N:11][C:12]([O:19][CH3:20])=[C:13]([C:15]([F:18])([F:17])[F:16])[CH:14]=1)=[O:7])([CH3:4])([CH3:3])[CH3:2].O.[NH2:26][NH2:27]. Product: [NH:26]([C:21]([C:10]1[C:9]([NH:8][C:6](=[O:7])[O:5][C:1]([CH3:4])([CH3:2])[CH3:3])=[CH:14][C:13]([C:15]([F:18])([F:16])[F:17])=[C:12]([O:19][CH3:20])[N:11]=1)=[O:22])[NH2:27]. The catalyst class is: 24.